Dataset: Full USPTO retrosynthesis dataset with 1.9M reactions from patents (1976-2016). Task: Predict the reactants needed to synthesize the given product. (1) Given the product [F:29][C:30]1[CH:31]=[CH:32][CH:33]=[C:34]2[C:39]=1[N:38]=[C:37]([N:40]1[CH2:41][CH2:42][N:43]([C:46]3[CH:51]=[CH:50][CH:49]=[C:48]([O:52][CH3:53])[CH:47]=3)[CH2:44][CH2:45]1)[N:36]([C:54]1[CH:59]=[C:58]([C:60]([F:63])([F:62])[F:61])[CH:57]=[CH:56][C:55]=1[O:64][CH3:65])[C@@H:35]2[CH2:66][C:67]([OH:69])=[O:68], predict the reactants needed to synthesize it. The reactants are: CC1C=CC(C(O[C@H]([C@@H](OC(=O)C2C=CC(C)=CC=2)C(O)=O)C(O)=O)=O)=CC=1.[F:29][C:30]1[CH:31]=[CH:32][CH:33]=[C:34]2[C:39]=1[N:38]=[C:37]([N:40]1[CH2:45][CH2:44][N:43]([C:46]3[CH:51]=[CH:50][CH:49]=[C:48]([O:52][CH3:53])[CH:47]=3)[CH2:42][CH2:41]1)[N:36]([C:54]1[CH:59]=[C:58]([C:60]([F:63])([F:62])[F:61])[CH:57]=[CH:56][C:55]=1[O:64][CH3:65])[CH:35]2[CH2:66][C:67]([O:69]C)=[O:68].C(=O)(O)[O-].[Na+]. (2) Given the product [ClH:1].[Cl:1][CH2:2][CH2:3][CH2:4][C:5]([C:19]1[CH:24]=[CH:23][C:22]([F:25])=[CH:21][CH:20]=1)([O:17][CH3:18])[C:6]([NH:8][NH2:9])=[O:7], predict the reactants needed to synthesize it. The reactants are: [Cl:1][CH2:2][CH2:3][CH2:4][C:5]([C:19]1[CH:24]=[CH:23][C:22]([F:25])=[CH:21][CH:20]=1)([O:17][CH3:18])[C:6]([NH:8][NH:9]C(OC(C)(C)C)=O)=[O:7]. (3) Given the product [Br:1][CH2:2][CH2:3][O:4][C:5]1[CH:13]=[CH:12][C:8]([C:9]([Cl:17])=[O:10])=[CH:7][C:6]=1[F:14], predict the reactants needed to synthesize it. The reactants are: [Br:1][CH2:2][CH2:3][O:4][C:5]1[CH:13]=[CH:12][C:8]([C:9](O)=[O:10])=[CH:7][C:6]=1[F:14].S(Cl)([Cl:17])=O. (4) Given the product [Br:1][C:2]1[N:7]=[C:6]([C:8](=[O:11])[NH:9][CH3:10])[C:5]([NH:12][C:13]2[C:18]([C:19]([F:22])([F:21])[F:20])=[CH:17][N:16]=[C:15]([NH:23][C:24]3[CH:55]=[CH:54][C:27]([CH2:28][CH2:29][CH2:30][CH2:31][PH:32](=[O:53])[O:33][CH2:34][C:35]4([CH2:36][N:37]5[CH:41]=[C:40]([B:42]6[O:46][C:45]([CH3:47])([CH3:48])[C:44]([CH3:49])([CH3:50])[O:43]6)[CH:39]=[N:38]5)[CH2:51][CH2:52]4)=[CH:26][C:25]=3[O:56][CH3:57])[N:14]=2)=[CH:4][CH:3]=1, predict the reactants needed to synthesize it. The reactants are: [Br:1][C:2]1[N:7]=[C:6]([C:8](=[O:11])[NH:9][CH3:10])[C:5]([NH:12][C:13]2[C:18]([C:19]([F:22])([F:21])[F:20])=[CH:17][N:16]=[C:15]([NH:23][C:24]3[CH:55]=[CH:54][C:27]([CH2:28][CH2:29][CH2:30][CH2:31][PH:32](=[O:53])[O:33][CH2:34][C:35]([CH3:52])([CH3:51])[CH2:36][N:37]4[CH:41]=[C:40]([B:42]5[O:46][C:45]([CH3:48])([CH3:47])[C:44]([CH3:50])([CH3:49])[O:43]5)[CH:39]=[N:38]4)=[CH:26][C:25]=3[O:56][CH3:57])[N:14]=2)=[CH:4][CH:3]=1.CC1(C)C(C)(C)OB(C2C=NN(CC3(CO)CC3)C=2)O1. (5) Given the product [Cl:1][C:2]1[CH:3]=[CH:4][C:5]2[N:11]([CH2:12][C:13]([CH3:16])([CH3:17])[CH2:14][OH:15])[C:10](=[O:18])[C@@H:9]([CH2:19][C:20]([NH:22][C@@H:23]([CH3:29])[C:24]([OH:26])=[O:25])=[O:21])[O:8][C@H:7]([C:30]3[CH:35]=[CH:34][CH:33]=[C:32]([O:36][CH3:37])[C:31]=3[O:38][CH3:39])[C:6]=2[CH:40]=1, predict the reactants needed to synthesize it. The reactants are: [Cl:1][C:2]1[CH:3]=[CH:4][C:5]2[N:11]([CH2:12][C:13]([CH3:17])([CH3:16])[CH2:14][OH:15])[C:10](=[O:18])[C@@H:9]([CH2:19][C:20]([NH:22][C@@H:23]([CH3:29])[C:24]([O:26]CC)=[O:25])=[O:21])[O:8][C@H:7]([C:30]3[CH:35]=[CH:34][CH:33]=[C:32]([O:36][CH3:37])[C:31]=3[O:38][CH3:39])[C:6]=2[CH:40]=1.[OH-].[Na+].C(O)C.